Dataset: Forward reaction prediction with 1.9M reactions from USPTO patents (1976-2016). Task: Predict the product of the given reaction. (1) Given the reactants [Br:1][C:2]1[CH:18]=[CH:17][C:5]([O:6][C:7]2[N:15]=[CH:14][C:13]([I:16])=[CH:12][C:8]=2[C:9]([OH:11])=O)=[CH:4][C:3]=1[F:19].O=P12OP3(OP(OP(O3)(O1)=O)(=O)O2)=O.CS(O)(=O)=O.BrC1C(F)=C2C(=CC=1)OC1=NC=C(I)C=C1C2=O, predict the reaction product. The product is: [Br:1][C:2]1[CH:18]=[C:17]2[C:5](=[CH:4][C:3]=1[F:19])[O:6][C:7]1=[N:15][CH:14]=[C:13]([I:16])[CH:12]=[C:8]1[C:9]2=[O:11]. (2) Given the reactants [CH2:1]([O:8][C:9]1[CH:16]=[CH:15][C:12]([C:13]#[N:14])=[C:11](F)[CH:10]=1)[C:2]1[CH:7]=[CH:6][CH:5]=[CH:4][CH:3]=1.[CH3:18][O:19][CH2:20][CH2:21][CH2:22][NH2:23].C(N(C(C)C)CC)(C)C, predict the reaction product. The product is: [CH2:1]([O:8][C:9]1[CH:16]=[CH:15][C:12]([C:13]#[N:14])=[C:11]([NH:23][CH2:22][CH2:21][CH2:20][O:19][CH3:18])[CH:10]=1)[C:2]1[CH:7]=[CH:6][CH:5]=[CH:4][CH:3]=1.